This data is from Forward reaction prediction with 1.9M reactions from USPTO patents (1976-2016). The task is: Predict the product of the given reaction. (1) Given the reactants [F:1][C:2]([F:10])([F:9])[CH2:3][NH:4][S:5](Cl)(=[O:7])=[O:6].[F:11][C:12]1[CH:17]=[CH:16][C:15]([C:18]2[N:22]([CH3:23])[N:21]=[C:20]([C:24]3[CH:25]=[C:26]([C:30]([NH2:33])([CH3:32])[CH3:31])[CH:27]=[CH:28][CH:29]=3)[CH:19]=2)=[CH:14][CH:13]=1.CCN(CC)CC, predict the reaction product. The product is: [F:11][C:12]1[CH:13]=[CH:14][C:15]([C:18]2[N:22]([CH3:23])[N:21]=[C:20]([C:24]3[CH:25]=[C:26]([C:30]([NH:33][S:5]([NH:4][CH2:3][C:2]([F:10])([F:9])[F:1])(=[O:7])=[O:6])([CH3:31])[CH3:32])[CH:27]=[CH:28][CH:29]=3)[CH:19]=2)=[CH:16][CH:17]=1. (2) The product is: [Cl:15][C:14]1[C:9]([OH:8])=[CH:10][C:11]([NH:16][C:17](=[O:23])[O:18][C:19]([CH3:20])([CH3:21])[CH3:22])=[C:12]([CH:30]=[O:31])[CH:13]=1. Given the reactants [Si]([O:8][C:9]1[CH:10]=[C:11]([NH:16][C:17](=[O:23])[O:18][C:19]([CH3:22])([CH3:21])[CH3:20])[CH:12]=[CH:13][C:14]=1[Cl:15])(C(C)(C)C)(C)C.[Li]C(C)(C)C.C[CH2:30][O:31]CC.C(#N)C.C(=O)=O, predict the reaction product. (3) Given the reactants [O:1]([C@@H:9]1[C@@H:16]2[N:12]([C:13](=[O:28])[N:14]([C:18]3[CH:25]=[CH:24][C:21]([C:22]#[N:23])=[C:20]([Cl:26])[C:19]=3[CH3:27])[C@@H:15]2[CH3:17])[CH2:11][CH2:10]1)[Si](C(C)(C)C)(C)C.CCCC[N+](CCCC)(CCCC)CCCC.[F-], predict the reaction product. The product is: [OH:1][C@H:9]1[C@@H:16]2[N:12]([C:13](=[O:28])[N:14]([C:18]3[CH:25]=[CH:24][C:21]([C:22]#[N:23])=[C:20]([Cl:26])[C:19]=3[CH3:27])[C@H:15]2[CH3:17])[CH2:11][CH2:10]1. (4) Given the reactants [CH3:1]/[CH:2]=[CH:3]/[C:4]([CH:6]1[C:11]([CH3:13])([CH3:12])[CH2:10][CH:9]=[CH:8][CH:7]1[CH3:14])=[O:5].[CH2:15]([SH:21])[CH2:16][CH2:17][CH2:18][CH2:19][CH3:20], predict the reaction product. The product is: [CH2:15]([S:21][CH:2]([CH3:1])[CH2:3][C:4]([C@@H:6]1[C:11]([CH3:12])([CH3:13])[CH2:10][CH:9]=[CH:8][C@H:7]1[CH3:14])=[O:5])[CH2:16][CH2:17][CH2:18][CH2:19][CH3:20]. (5) The product is: [CH2:1]([O:8][C:9]1[C:14](=[O:15])[N:13]=[C:12]([CH2:16][C:17]2([C:22]3[CH:27]=[CH:26][CH:25]=[C:24]([Cl:28])[CH:23]=3)[CH2:18][CH2:19][CH2:20][CH2:21]2)[N:11]2[CH2:36][CH2:35][N:31]([CH:32]([CH3:33])[CH3:34])[C:29](=[O:30])[C:10]=12)[C:2]1[CH:3]=[CH:4][CH:5]=[CH:6][CH:7]=1. Given the reactants [CH2:1]([O:8][C:9]1[C:10]([C:29]([N:31]([CH2:35][CH2:36]O)[CH:32]([CH3:34])[CH3:33])=[O:30])=[N:11][C:12]([CH2:16][C:17]2([C:22]3[CH:27]=[CH:26][CH:25]=[C:24]([Cl:28])[CH:23]=3)[CH2:21][CH2:20][CH2:19][CH2:18]2)=[N:13][C:14]=1[OH:15])[C:2]1[CH:7]=[CH:6][CH:5]=[CH:4][CH:3]=1.C(OC1C(=O)N=C(CC2(C3C=CC(C(F)(F)F)=CC=3)CCCC2)N2CCN(C(C)C)C(=O)C=12)C1C=CC=CC=1, predict the reaction product. (6) Given the reactants [CH2:1]([O:8][C:9]1[CH:10]=[C:11]([O:29][C:30]2[CH:35]=[CH:34][C:33]([S:36]([CH3:39])(=[O:38])=[O:37])=[CH:32][CH:31]=2)[CH:12]=[C:13]2[C:17]=1[NH:16][C:15]([C:18]1[S:19][CH:20]([CH2:23][C:24](OCC)=[O:25])[CH2:21][N:22]=1)=[CH:14]2)[C:2]1[CH:7]=[CH:6][CH:5]=[CH:4][CH:3]=1.[BH4-].[Li+].Cl.C(OCC)(=O)C, predict the reaction product. The product is: [CH2:1]([O:8][C:9]1[CH:10]=[C:11]([O:29][C:30]2[CH:31]=[CH:32][C:33]([S:36]([CH3:39])(=[O:38])=[O:37])=[CH:34][CH:35]=2)[CH:12]=[C:13]2[C:17]=1[NH:16][C:15]([C:18]1[S:19][CH:20]([CH2:23][CH2:24][OH:25])[CH2:21][N:22]=1)=[CH:14]2)[C:2]1[CH:7]=[CH:6][CH:5]=[CH:4][CH:3]=1. (7) Given the reactants [C:1]([N:4]1[C:13]2[C:8](=[CH:9][C:10]([C:14]([NH2:16])=[O:15])=[CH:11][CH:12]=2)[C@H:7]([NH:17][C:18]2[CH:23]=[CH:22][CH:21]=[C:20]([CH:24]([O:26][Si](C(C)(C)C)(C)C)[CH3:25])[N:19]=2)[C@@H:6]([CH3:34])[C@@H:5]1[CH:35]1[CH2:37][CH2:36]1)(=[O:3])[CH3:2].CCCC[N+](CCCC)(CCCC)CCCC.[F-], predict the reaction product. The product is: [C:1]([N:4]1[C:13]2[C:8](=[CH:9][C:10]([C:14]([NH2:16])=[O:15])=[CH:11][CH:12]=2)[C@H:7]([NH:17][C:18]2[CH:23]=[CH:22][CH:21]=[C:20]([CH:24]([OH:26])[CH3:25])[N:19]=2)[C@@H:6]([CH3:34])[C@@H:5]1[CH:35]1[CH2:36][CH2:37]1)(=[O:3])[CH3:2]. (8) Given the reactants [O:1]=[C:2]1[N:7]([C:8]2[CH:13]=[CH:12][C:11]([O:14][CH:15]3[CH2:20][CH2:19][NH:18][CH2:17][CH2:16]3)=[CH:10][CH:9]=2)[CH2:6][CH2:5][N:4]([C:21]([O:23][CH2:24][C:25]2[CH:30]=[CH:29][CH:28]=[CH:27][CH:26]=2)=[O:22])[CH2:3]1.C(O[BH-](O[C:41](=O)[CH3:42])OC(=O)C)(=O)C.[Na+].[CH3:45][C:46](O)=O, predict the reaction product. The product is: [CH:42]1([N:18]2[CH2:19][CH2:20][CH:15]([O:14][C:11]3[CH:12]=[CH:13][C:8]([N:7]4[CH2:6][CH2:5][N:4]([C:21]([O:23][CH2:24][C:25]5[CH:26]=[CH:27][CH:28]=[CH:29][CH:30]=5)=[O:22])[CH2:3][C:2]4=[O:1])=[CH:9][CH:10]=3)[CH2:16][CH2:17]2)[CH2:41][CH2:46][CH2:45]1. (9) Given the reactants C(OC([NH:11][C:12]12[CH2:19][CH2:18][C:15]([C:20]([O:22][CH2:23][CH3:24])=[O:21])([CH2:16][CH2:17]1)[CH2:14][CH2:13]2)=O)C1C=CC=CC=1.[H][H], predict the reaction product. The product is: [NH2:11][C:12]12[CH2:17][CH2:16][C:15]([C:20]([O:22][CH2:23][CH3:24])=[O:21])([CH2:14][CH2:13]1)[CH2:18][CH2:19]2.